This data is from Full USPTO retrosynthesis dataset with 1.9M reactions from patents (1976-2016). The task is: Predict the reactants needed to synthesize the given product. (1) Given the product [Cl:1][C:2]1[CH:7]=[CH:6][C:5]([C:8]([F:10])([F:9])[F:11])=[CH:4][C:3]=1[N:12]1[CH2:17][CH2:16][N:15]([C:18]2[CH:22]=[C:21]([C:23]#[N:25])[O:20][N:19]=2)[CH2:14][CH2:13]1, predict the reactants needed to synthesize it. The reactants are: [Cl:1][C:2]1[CH:7]=[CH:6][C:5]([C:8]([F:11])([F:10])[F:9])=[CH:4][C:3]=1[N:12]1[CH2:17][CH2:16][N:15]([C:18]2[CH:22]=[C:21]([C:23]([NH2:25])=O)[O:20][N:19]=2)[CH2:14][CH2:13]1.C(N(CC)CC)C.C(OC(C(F)(F)F)=O)(C(F)(F)F)=O. (2) Given the product [F:1][C:2]1[CH:3]=[C:4]([CH:22]=[CH:23][C:24]=1[F:25])[CH2:5][O:6][C:7]1[CH:20]=[C:11]2[N:12]([CH2:16][C:17]([N:26]3[CH2:31][CH2:30][O:29][CH2:28][CH2:27]3)=[O:18])[CH2:13][CH2:14][CH2:15][N:10]2[C:9](=[O:21])[N:8]=1, predict the reactants needed to synthesize it. The reactants are: [F:1][C:2]1[CH:3]=[C:4]([CH:22]=[CH:23][C:24]=1[F:25])[CH2:5][O:6][C:7]1[CH:20]=[C:11]2[N:12]([CH2:16][C:17](O)=[O:18])[CH2:13][CH2:14][CH2:15][N:10]2[C:9](=[O:21])[N:8]=1.[NH:26]1[CH2:31][CH2:30][O:29][CH2:28][CH2:27]1. (3) Given the product [F:17][C:18]1[C:23]([C:2]2[N:10]=[CH:9][N:8]=[C:7]3[C:3]=2[N:4]=[CH:5][N:6]3[CH:11]2[CH2:16][CH2:15][CH2:14][CH2:13][O:12]2)=[CH:22][CH:21]=[CH:20][N:19]=1, predict the reactants needed to synthesize it. The reactants are: Cl[C:2]1[N:10]=[CH:9][N:8]=[C:7]2[C:3]=1[N:4]=[CH:5][N:6]2[CH:11]1[CH2:16][CH2:15][CH2:14][CH2:13][O:12]1.[F:17][C:18]1[C:23](B(O)O)=[CH:22][CH:21]=[CH:20][N:19]=1.C([O-])(=O)C.[K+].C(O)C. (4) Given the product [NH2:19][C:17]1[S:18][C:14]([C:11]2[CH:10]=[CH:9][C:8]([N:5]3[CH2:4][CH2:3][S:2](=[O:25])(=[O:1])[CH2:7][CH2:6]3)=[CH:13][CH:12]=2)=[CH:15][C:16]=1[C:22]([NH2:24])=[O:23], predict the reactants needed to synthesize it. The reactants are: [O:1]=[S:2]1(=[O:25])[CH2:7][CH2:6][N:5]([C:8]2[CH:13]=[CH:12][C:11]([C:14]3[S:18][C:17]([N+:19]([O-])=O)=[C:16]([C:22]([NH2:24])=[O:23])[CH:15]=3)=[CH:10][CH:9]=2)[CH2:4][CH2:3]1.BrC1SC([N+]([O-])=O)=C(C(N)=O)C=1. (5) Given the product [F:34][C:8]1[C:9]2[CH2:23][NH:22][C:21](=[O:24])[C:10]=2[C:11]([NH:13][C:14]2[CH:15]=[C:16]([CH3:20])[CH:17]=[CH:18][CH:19]=2)=[N:12][C:7]=1[NH:6][CH2:5][C@@H:4]([NH:25][C:26](=[O:32])[O:27][C:28]([CH3:29])([CH3:31])[CH3:30])[CH2:3][O:2][CH3:1], predict the reactants needed to synthesize it. The reactants are: [CH3:1][O:2][CH2:3][C@H:4]([NH:25][C:26](=[O:32])[O:27][C:28]([CH3:31])([CH3:30])[CH3:29])[CH2:5][NH:6][C:7]1[N:12]=[C:11]([NH:13][C:14]2[CH:15]=[C:16]([CH3:20])[CH:17]=[CH:18][CH:19]=2)[C:10]2[C:21](=[O:24])[NH:22][CH2:23][C:9]=2[CH:8]=1.[B-](F)(F)(F)[F:34].[B-](F)(F)(F)F.C1[N+]2(CCl)CC[N+](F)(CC2)C1. (6) Given the product [OH:4][C:5]1[CH:6]=[C:7]([CH2:17][N:18]([CH:28]([CH3:30])[CH3:29])[S:19]([C:22]2[CH:27]=[CH:26][CH:25]=[CH:24][N:23]=2)(=[O:21])=[O:20])[CH:8]=[C:9]2[C:14]=1[O:13][C:12]([CH3:15])([CH3:16])[CH:11]=[CH:10]2, predict the reactants needed to synthesize it. The reactants are: COC[O:4][C:5]1[CH:6]=[C:7]([CH2:17][N:18]([CH:28]([CH3:30])[CH3:29])[S:19]([C:22]2[CH:27]=[CH:26][CH:25]=[CH:24][N:23]=2)(=[O:21])=[O:20])[CH:8]=[C:9]2[C:14]=1[O:13][C:12]([CH3:16])([CH3:15])[CH:11]=[CH:10]2.O.